From a dataset of NCI-60 drug combinations with 297,098 pairs across 59 cell lines. Regression. Given two drug SMILES strings and cell line genomic features, predict the synergy score measuring deviation from expected non-interaction effect. (1) Drug 1: C1=C(C(=O)NC(=O)N1)N(CCCl)CCCl. Drug 2: CCCS(=O)(=O)NC1=C(C(=C(C=C1)F)C(=O)C2=CNC3=C2C=C(C=N3)C4=CC=C(C=C4)Cl)F. Cell line: SR. Synergy scores: CSS=74.1, Synergy_ZIP=8.67, Synergy_Bliss=6.51, Synergy_Loewe=0.339, Synergy_HSA=7.84. (2) Drug 1: C1CCC(CC1)NC(=O)N(CCCl)N=O. Drug 2: C1=CC=C(C(=C1)C(C2=CC=C(C=C2)Cl)C(Cl)Cl)Cl. Cell line: SNB-75. Synergy scores: CSS=24.4, Synergy_ZIP=-0.0449, Synergy_Bliss=2.66, Synergy_Loewe=-2.91, Synergy_HSA=3.31.